From a dataset of Forward reaction prediction with 1.9M reactions from USPTO patents (1976-2016). Predict the product of the given reaction. (1) Given the reactants [CH3:1][N:2]([CH3:16])[S:3]([C:6]1[CH:7]=[C:8]2[C:12](=[CH:13][CH:14]=1)[NH:11][C:10](=[O:15])[CH2:9]2)(=[O:5])=[O:4].[N:17]1([CH2:22][CH2:23][O:24][C:25]2[CH:26]=[C:27]3[C:31](=[CH:32][CH:33]=2)[NH:30][C:29]([CH:34]=O)=[CH:28]3)[CH2:21][CH2:20][CH2:19][CH2:18]1, predict the reaction product. The product is: [CH3:1][N:2]([CH3:16])[S:3]([C:6]1[CH:7]=[C:8]2[C:12](=[CH:13][CH:14]=1)[NH:11][C:10](=[O:15])[C:9]2=[CH:34][C:29]1[NH:30][C:31]2[C:27]([CH:28]=1)=[CH:26][C:25]([O:24][CH2:23][CH2:22][N:17]1[CH2:21][CH2:20][CH2:19][CH2:18]1)=[CH:33][CH:32]=2)(=[O:5])=[O:4]. (2) Given the reactants [Cl:1][C:2]1[C:7]([CH3:8])=[CH:6][C:5]([NH:9][CH:10]2[CH2:15][CH2:14][N:13]([C@H:16]3[CH2:21][CH2:20][C@H:19]([O:22][CH3:23])[CH2:18][CH2:17]3)[CH2:12][CH2:11]2)=[C:4]([N+:24]([O-])=O)[CH:3]=1.O.NN, predict the reaction product. The product is: [NH2:24][C:4]1[CH:3]=[C:2]([Cl:1])[C:7]([CH3:8])=[CH:6][C:5]=1[NH:9][CH:10]1[CH2:11][CH2:12][N:13]([C@H:16]2[CH2:21][CH2:20][C@H:19]([O:22][CH3:23])[CH2:18][CH2:17]2)[CH2:14][CH2:15]1. (3) Given the reactants [CH3:1][C:2]1[N:7]=[C:6]([NH2:8])[CH:5]=[CH:4][C:3]=1[N+:9]([O-:11])=[O:10].CO[CH:14](OC)[N:15]([CH3:17])[CH3:16], predict the reaction product. The product is: [CH3:14][N:15]([CH3:17])/[CH:16]=[CH:1]/[C:2]1[N:7]=[C:6](/[N:8]=[CH:14]/[N:15]([CH3:17])[CH3:16])[CH:5]=[CH:4][C:3]=1[N+:9]([O-:11])=[O:10]. (4) Given the reactants CC12C3(C)[N:6]4[CH2:7][CH2:8][CH2:9][N:10]3[CH2:11][CH2:12][N:13]1[CH2:14][CH:15]([C:17]([O:19]C)=[O:18])[CH2:16][N:3]2[CH2:4][CH2:5]4.Cl, predict the reaction product. The product is: [NH:6]1[CH2:7][CH2:8][CH2:9][NH:10][CH2:11][CH2:12][NH:13][CH2:14][CH:15]([C:17]([OH:19])=[O:18])[CH2:16][NH:3][CH2:4][CH2:5]1. (5) Given the reactants [Cl-].[CH3:2][O:3][C:4]1[CH:11]=[CH:10][CH:9]=[CH:8][C:5]=1[CH2:6][Zn+].C1COCC1.[O:17]1[C:21]2[CH:22]=[CH:23][C:24]([C:26]3([C:29]([NH:31][C:32]4[N:33]=[N:34][C:35](Cl)=[CH:36][CH:37]=4)=[O:30])[CH2:28][CH2:27]3)=[CH:25][C:20]=2[O:19][CH2:18]1, predict the reaction product. The product is: [O:17]1[C:21]2[CH:22]=[CH:23][C:24]([C:26]3([C:29]([NH:31][C:32]4[N:33]=[N:34][C:35]([CH2:6][C:5]5[CH:8]=[CH:9][CH:10]=[CH:11][C:4]=5[O:3][CH3:2])=[CH:36][CH:37]=4)=[O:30])[CH2:28][CH2:27]3)=[CH:25][C:20]=2[O:19][CH2:18]1. (6) Given the reactants Cl[C:2]1[C:7]([N+:8]([O-:10])=[O:9])=[CH:6][CH:5]=[C:4]([Cl:11])[N:3]=1.[CH:12]1([NH2:18])[CH2:17][CH2:16][CH2:15][CH2:14][CH2:13]1, predict the reaction product. The product is: [Cl:11][C:4]1[N:3]=[C:2]([NH:18][CH:12]2[CH2:17][CH2:16][CH2:15][CH2:14][CH2:13]2)[C:7]([N+:8]([O-:10])=[O:9])=[CH:6][CH:5]=1.